From a dataset of Full USPTO retrosynthesis dataset with 1.9M reactions from patents (1976-2016). Predict the reactants needed to synthesize the given product. (1) Given the product [CH3:21][C:18]1[CH:19]=[CH:20][C:15]([C:13]2[N:14]=[C:10]([O:1][CH2:2][C:3]3([CH2:7][OH:8])[CH2:6][CH2:5][CH2:4]3)[S:11][CH:12]=2)=[CH:16][CH:17]=1, predict the reactants needed to synthesize it. The reactants are: [OH:1][CH2:2][C:3]1([CH2:7][OH:8])[CH2:6][CH2:5][CH2:4]1.Cl[C:10]1[S:11][CH:12]=[C:13]([C:15]2[CH:20]=[CH:19][C:18]([CH3:21])=[CH:17][CH:16]=2)[N:14]=1. (2) Given the product [Br:1][C:2]1[S:6][CH:5]=[C:4]([C:7]([NH:9][C@H:10]([C:12]2[CH:13]=[CH:14][C:15]([C:16]([OH:18])=[O:17])=[CH:20][CH:21]=2)[CH3:11])=[O:8])[C:3]=1[CH2:22][C:23]1[CH:28]=[CH:27][CH:26]=[C:25]([Cl:29])[CH:24]=1, predict the reactants needed to synthesize it. The reactants are: [Br:1][C:2]1[S:6][CH:5]=[C:4]([C:7]([NH:9][C@H:10]([C:12]2[CH:21]=[CH:20][C:15]([C:16]([O:18]C)=[O:17])=[CH:14][CH:13]=2)[CH3:11])=[O:8])[C:3]=1[CH2:22][C:23]1[CH:28]=[CH:27][CH:26]=[C:25]([Cl:29])[CH:24]=1. (3) Given the product [C:20]1([C:23]2[CH:28]=[CH:27][CH:26]=[CH:25][CH:24]=2)[CH:19]=[CH:18][C:17]([NH:16]/[CH:3]=[C:4]2\[C:5](=[O:15])[NH:6][C:7](=[O:14])[C:8]3[C:13]\2=[CH:12][CH:11]=[CH:10][CH:9]=3)=[CH:22][CH:21]=1, predict the reactants needed to synthesize it. The reactants are: CO[CH:3]=[C:4]1[C:13]2[C:8](=[CH:9][CH:10]=[CH:11][CH:12]=2)[C:7](=[O:14])[NH:6][C:5]1=[O:15].[NH2:16][C:17]1[CH:22]=[CH:21][C:20]([C:23]2[CH:28]=[CH:27][CH:26]=[CH:25][CH:24]=2)=[CH:19][CH:18]=1. (4) Given the product [NH2:1][C:2]1[CH:3]=[C:4]([CH:7]=[CH:8][C:9]=1[Cl:10])[CH2:5][NH2:6], predict the reactants needed to synthesize it. The reactants are: [NH2:1][C:2]1[CH:3]=[C:4]([CH:7]=[CH:8][C:9]=1[Cl:10])[C:5]#[N:6].N. (5) Given the product [Br-:19].[C:20]([CH2:23][CH2:24][CH2:25][CH2:26][CH2:27][N+:28]1[CH:29]=[CH:30][C:31](/[CH:34]=[CH:15]/[C:9]2[C:10](=[O:14])[O:11][C:12]3[C:7]([CH:8]=2)=[CH:6][CH:5]=[C:4]([N:3]([CH2:17][CH3:18])[CH2:1][CH3:2])[CH:13]=3)=[CH:32][CH:33]=1)([OH:22])=[O:21], predict the reactants needed to synthesize it. The reactants are: [CH2:1]([N:3]([CH2:17][CH3:18])[C:4]1[CH:13]=[C:12]2[C:7]([CH:8]=[C:9]([CH:15]=O)[C:10](=[O:14])[O:11]2)=[CH:6][CH:5]=1)[CH3:2].[Br-:19].[C:20]([CH2:23][CH2:24][CH2:25][CH2:26][CH2:27][N+:28]1[CH:33]=[CH:32][C:31]([CH3:34])=[CH:30][CH:29]=1)([OH:22])=[O:21]. (6) Given the product [Cl:56][C:25]1[CH:26]=[CH:27][C:22]([C:19]([C:3]2[C:2]([OH:1])=[C:11]([C:12]([OH:14])=[O:13])[C:10]3[C:5](=[C:6]([CH3:18])[C:7]([CH3:15])=[CH:8][CH:9]=3)[N:4]=2)([CH3:21])[CH3:20])=[CH:23][CH:24]=1, predict the reactants needed to synthesize it. The reactants are: [OH:1][C:2]1[C:3]([C:19]([C:22]2[CH:27]=[CH:26][CH:25]=[CH:24][CH:23]=2)([CH3:21])[CH3:20])=[N:4][C:5]2[C:10]([C:11]=1[C:12]([OH:14])=[O:13])=[CH:9][CH:8]=[C:7]1[CH2:15]CC[CH2:18][C:6]=21.CC1C(C)=C2C(C(=O)C(=O)N2)=CC=1.C(OCC(=O)C(C1C=CC([Cl:56])=CC=1)(C)C)(=O)C.